This data is from Peptide-MHC class I binding affinity with 185,985 pairs from IEDB/IMGT. The task is: Regression. Given a peptide amino acid sequence and an MHC pseudo amino acid sequence, predict their binding affinity value. This is MHC class I binding data. (1) The peptide sequence is FIFGKMGAG. The MHC is HLA-B15:01 with pseudo-sequence HLA-B15:01. The binding affinity (normalized) is 0.0847. (2) The peptide sequence is KTKPPLPSVKK. The MHC is HLA-B53:01 with pseudo-sequence HLA-B53:01. The binding affinity (normalized) is 0. (3) The peptide sequence is TTIKPVSYK. The MHC is HLA-A68:01 with pseudo-sequence HLA-A68:01. The binding affinity (normalized) is 0.963. (4) The MHC is Mamu-B08 with pseudo-sequence Mamu-B08. The peptide sequence is KRRWRRRWQQ. The binding affinity (normalized) is 0.389. (5) The peptide sequence is YNLRRGTAL. The MHC is HLA-A02:01 with pseudo-sequence HLA-A02:01. The binding affinity (normalized) is 0.213.